From a dataset of Full USPTO retrosynthesis dataset with 1.9M reactions from patents (1976-2016). Predict the reactants needed to synthesize the given product. (1) Given the product [O:17]1[C:21]2=[CH:22][C:23]3[CH2:24][CH2:25][CH2:26][N:27]([C:2]4[C:3](=[O:16])[NH:4][C:5]5[C:10]([N:11]=4)=[CH:9][C:8]([C:12]([O:14][CH3:15])=[O:13])=[CH:7][CH:6]=5)[C:28]=3[CH:29]=[C:20]2[O:19][CH2:18]1, predict the reactants needed to synthesize it. The reactants are: Cl[C:2]1[C:3](=[O:16])[NH:4][C:5]2[C:10]([N:11]=1)=[CH:9][C:8]([C:12]([O:14][CH3:15])=[O:13])=[CH:7][CH:6]=2.[O:17]1[C:21]2=[CH:22][C:23]3[CH2:24][CH2:25][CH2:26][NH:27][C:28]=3[CH:29]=[C:20]2[O:19][CH2:18]1. (2) Given the product [Cl:11][C:6]1[C:7]([CH2:8][C:9](=[O:10])[CH3:12])=[C:2]([Cl:1])[N:3]=[CH:4][N:5]=1, predict the reactants needed to synthesize it. The reactants are: [Cl:1][C:2]1[C:7]([CH2:8][CH:9]=[O:10])=[C:6]([Cl:11])[N:5]=[CH:4][N:3]=1.[CH2:12]1COCC1.[N+](=C)=[N-].